Dataset: Forward reaction prediction with 1.9M reactions from USPTO patents (1976-2016). Task: Predict the product of the given reaction. (1) Given the reactants [Br:1][C:2]1[CH:3]=[C:4]([CH:8]=[C:9]([Br:23])[C:10]=1[O:11][C:12]1[CH:17]=[CH:16][C:15]([O:18]C)=[C:14]([CH:20]([CH3:22])[CH3:21])[CH:13]=1)[C:5]([OH:7])=O.[N+:24]([C:27]1[CH:28]=[C:29]([S:33]([NH2:36])(=[O:35])=[O:34])[CH:30]=[CH:31][CH:32]=1)([O-:26])=[O:25], predict the reaction product. The product is: [Br:23][C:9]1[CH:8]=[C:4]([CH:3]=[C:2]([Br:1])[C:10]=1[O:11][C:12]1[CH:17]=[CH:16][C:15]([OH:18])=[C:14]([CH:20]([CH3:22])[CH3:21])[CH:13]=1)[C:5]([C:28]1[C:27]([N+:24]([O-:26])=[O:25])=[CH:32][CH:31]=[CH:30][C:29]=1[S:33]([NH2:36])(=[O:34])=[O:35])=[O:7]. (2) Given the reactants C([O:4][CH2:5][CH2:6][N:7]1[C:13]2[CH:14]=[CH:15][C:16]([Cl:18])=[CH:17][C:12]=2[C:11](=[O:19])[NH:10][CH:9]([CH2:20][C:21]2[CH:26]=[CH:25][CH:24]=[CH:23][C:22]=2[Cl:27])[C:8]1=[O:28])(=O)C.[OH-].[Na+].Cl.N1C=CN=C1.[Si:37](Cl)([C:40]([CH3:43])([CH3:42])[CH3:41])([CH3:39])[CH3:38], predict the reaction product. The product is: [Si:37]([O:4][CH2:5][CH2:6][N:7]1[C:13]2[CH:14]=[CH:15][C:16]([Cl:18])=[CH:17][C:12]=2[C:11](=[O:19])[NH:10][CH:9]([CH2:20][C:21]2[CH:26]=[CH:25][CH:24]=[CH:23][C:22]=2[Cl:27])[C:8]1=[O:28])([C:40]([CH3:43])([CH3:42])[CH3:41])([CH3:39])[CH3:38]. (3) Given the reactants [CH3:1][O:2][C:3]1[CH:8]=[CH:7][C:6]([Mg]Br)=[CH:5][CH:4]=1.BrC1C=CC(OC)=CC=1.[Mg].Cl.Br[C:23]1[CH:28]=[CH:27][N:26]=[CH:25][CH:24]=1, predict the reaction product. The product is: [CH3:1][O:2][C:3]1[CH:8]=[CH:7][C:6]([C:23]2[CH:28]=[CH:27][N:26]=[CH:25][CH:24]=2)=[CH:5][CH:4]=1. (4) Given the reactants Cl[CH2:2][CH2:3][CH2:4][O:5][C:6]1[CH:11]=[CH:10][C:9]([C:12]2[CH:17]=[CH:16][C:15]([C:18]([NH:20][CH:21]([CH3:23])[CH3:22])=[O:19])=[CH:14][CH:13]=2)=[CH:8][CH:7]=1.Cl.[CH3:25][C@@H:26]1[CH2:30][CH2:29][C@@H:28]([CH3:31])[NH:27]1, predict the reaction product. The product is: [CH3:25][C@@H:26]1[CH2:30][CH2:29][C@@H:28]([CH3:31])[N:27]1[CH2:2][CH2:3][CH2:4][O:5][C:6]1[CH:11]=[CH:10][C:9]([C:12]2[CH:17]=[CH:16][C:15]([C:18]([NH:20][CH:21]([CH3:23])[CH3:22])=[O:19])=[CH:14][CH:13]=2)=[CH:8][CH:7]=1. (5) Given the reactants [H-].[Na+].[CH2:3]([CH:5]1[CH2:14][CH2:13][C:12]2[C:7](=[CH:8][CH:9]=[C:10]([O:15][CH3:16])[CH:11]=2)[C:6]1=[O:17])[CH3:4].[CH2:18](I)[CH:19]=C.[CH3:22]N(C=O)C, predict the reaction product. The product is: [CH2:3]([C:5]1([CH2:18][CH3:19])[CH2:14][CH2:13][C:12]2[C:7](=[CH:8][CH:9]=[C:10]([O:15][CH3:16])[CH:11]=2)[C:6]1=[O:17])[CH:4]=[CH2:22]. (6) Given the reactants [CH2:1]([C:3]1[N:13]([C:14]2[CH:19]=[CH:18][C:17]([CH2:20][CH2:21][NH:22][C:23](=O)[O:24]C3C=CC=CC=3)=[CH:16][CH:15]=2)[C:6]2=[N:7][C:8]([CH3:12])=[CH:9][C:10]([CH3:11])=[C:5]2[N:4]=1)[CH3:2].[S:32]1[C:36]2[CH:37]=[CH:38][CH:39]=[CH:40][C:35]=2[CH:34]=[C:33]1[S:41]([NH2:44])(=[O:43])=[O:42], predict the reaction product. The product is: [S:32]1[C:36]2[CH:37]=[CH:38][CH:39]=[CH:40][C:35]=2[CH:34]=[C:33]1[S:41]([NH:44][C:23]([NH:22][CH2:21][CH2:20][C:17]1[CH:16]=[CH:15][C:14]([N:13]2[C:6]3=[N:7][C:8]([CH3:12])=[CH:9][C:10]([CH3:11])=[C:5]3[N:4]=[C:3]2[CH2:1][CH3:2])=[CH:19][CH:18]=1)=[O:24])(=[O:42])=[O:43]. (7) Given the reactants F[C:2]1[CH:11]=[C:10]([NH:12][CH3:13])[C:9]([N+:14]([O-:16])=[O:15])=[CH:8][C:3]=1[C:4]([O:6][CH3:7])=[O:5].[CH3:17][O-:18].[Na+], predict the reaction product. The product is: [CH3:17][O:18][C:2]1[CH:11]=[C:10]([NH:12][CH3:13])[C:9]([N+:14]([O-:16])=[O:15])=[CH:8][C:3]=1[C:4]([O:6][CH3:7])=[O:5]. (8) The product is: [CH3:31][N:29]([CH3:30])[C:27](=[O:28])[C:26]1[CH:32]=[CH:33][C:23]([CH2:22][O:1][C:2]2[CH:7]=[CH:6][C:5]([C:8]([N:10]3[CH2:14][CH2:13][CH2:12][C@H:11]3[CH2:15][N:16]3[CH2:17][CH2:18][CH2:19][CH2:20]3)=[O:9])=[CH:4][CH:3]=2)=[CH:24][CH:25]=1. Given the reactants [OH:1][C:2]1[CH:7]=[CH:6][C:5]([C:8]([N:10]2[CH2:14][CH2:13][CH2:12][C@H:11]2[CH2:15][N:16]2[CH2:20][CH2:19][CH2:18][CH2:17]2)=[O:9])=[CH:4][CH:3]=1.Cl[CH2:22][C:23]1[CH:33]=[CH:32][C:26]([C:27]([N:29]([CH3:31])[CH3:30])=[O:28])=[CH:25][CH:24]=1, predict the reaction product.